This data is from Full USPTO retrosynthesis dataset with 1.9M reactions from patents (1976-2016). The task is: Predict the reactants needed to synthesize the given product. (1) Given the product [CH2:20]([NH:27][C:17](=[O:19])[CH2:16][CH:11]1[CH2:12][CH2:13][CH2:14][CH2:15][N:10]1[CH2:9][C:8]1[C:3]([O:2][CH3:1])=[N:4][CH:5]=[CH:6][CH:7]=1)[C:21]1[CH:26]=[CH:25][CH:24]=[CH:23][CH:22]=1, predict the reactants needed to synthesize it. The reactants are: [CH3:1][O:2][C:3]1[C:8]([CH2:9][N:10]2[CH2:15][CH2:14][CH2:13][CH2:12][CH:11]2[CH2:16][C:17]([OH:19])=O)=[CH:7][CH:6]=[CH:5][N:4]=1.[CH2:20]([NH2:27])[C:21]1[CH:26]=[CH:25][CH:24]=[CH:23][CH:22]=1.CCN=C=NCCCN(C)C.C1C=CC2N(O)N=NC=2C=1. (2) Given the product [Cl:1][C:2]1[CH:3]=[CH:4][C:5]([S:8][C:9]2[CH:14]=[CH:13][CH:12]=[CH:11][C:10]=2/[CH:15]=[CH:16]/[C:17]([NH:20][CH2:21][CH2:22][CH:23]([OH:25])[CH3:24])=[O:19])=[CH:6][CH:7]=1, predict the reactants needed to synthesize it. The reactants are: [Cl:1][C:2]1[CH:7]=[CH:6][C:5]([S:8][C:9]2[CH:14]=[CH:13][CH:12]=[CH:11][C:10]=2[CH:15]=[CH:16][C:17]([OH:19])=O)=[CH:4][CH:3]=1.[NH2:20][CH2:21][CH2:22][CH:23]([OH:25])[CH3:24]. (3) Given the product [Cl:40][C:37]1[CH:36]=[CH:35][C:34]([O:33][C:30]2[CH:31]=[CH:32][C:27]([S:24]([NH:23][C@@H:11]3[CH2:12][CH:13]=[C:14]([CH2:16][N:17]4[CH2:18][CH2:19][O:20][CH2:21][CH2:22]4)[CH2:15][N:9]([OH:8])[C:10]3=[O:41])(=[O:26])=[O:25])=[CH:28][CH:29]=2)=[CH:39][CH:38]=1, predict the reactants needed to synthesize it. The reactants are: C([O:8][N:9]1[CH2:15][C:14]([CH2:16][N:17]2[CH2:22][CH2:21][O:20][CH2:19][CH2:18]2)=[CH:13][CH2:12][C@@H:11]([NH:23][S:24]([C:27]2[CH:32]=[CH:31][C:30]([O:33][C:34]3[CH:39]=[CH:38][C:37]([Cl:40])=[CH:36][CH:35]=3)=[CH:29][CH:28]=2)(=[O:26])=[O:25])[C:10]1=[O:41])C1C=CC=CC=1.CS(O)(=O)=O. (4) The reactants are: [CH2:1]([O:8][C:9]1[CH:32]=[CH:31][C:12]([C:13]([NH:15][C:16]2[CH:21]=[C:20]([C:22]#[N:23])[CH:19]=[CH:18][C:17]=2[NH:24][CH:25]2[CH2:30][CH2:29][CH2:28][CH2:27][CH2:26]2)=O)=[CH:11][CH:10]=1)[C:2]1[CH:7]=[CH:6][CH:5]=[CH:4][CH:3]=1. Given the product [CH2:1]([O:8][C:9]1[CH:32]=[CH:31][C:12]([C:13]2[N:24]([CH:25]3[CH2:30][CH2:29][CH2:28][CH2:27][CH2:26]3)[C:17]3[CH:18]=[CH:19][C:20]([C:22]#[N:23])=[CH:21][C:16]=3[N:15]=2)=[CH:11][CH:10]=1)[C:2]1[CH:7]=[CH:6][CH:5]=[CH:4][CH:3]=1, predict the reactants needed to synthesize it. (5) Given the product [CH2:1]([O:3][C:4](=[O:17])[C:5]([O:8][C:9]1[CH:14]=[CH:13][C:12]([O:15][C:24]2[CH:23]=[CH:22][CH:21]=[C:20]([C:18]#[N:19])[CH:25]=2)=[CH:11][C:10]=1[CH3:16])([CH3:6])[CH3:7])[CH3:2], predict the reactants needed to synthesize it. The reactants are: [CH2:1]([O:3][C:4](=[O:17])[C:5]([O:8][C:9]1[CH:14]=[CH:13][C:12]([OH:15])=[CH:11][C:10]=1[CH3:16])([CH3:7])[CH3:6])[CH3:2].[C:18]([C:20]1[CH:21]=[C:22](B(O)O)[CH:23]=[CH:24][CH:25]=1)#[N:19].N1C=CC=CC=1.